Task: Predict the reactants needed to synthesize the given product.. Dataset: Full USPTO retrosynthesis dataset with 1.9M reactions from patents (1976-2016) (1) Given the product [C:31]([O:34][C:35]([NH:1][CH:2]([CH2:13][C:14]1[CH:19]=[CH:18][CH:17]=[C:16]([OH:20])[CH:15]=1)[C:3]([O:5][CH2:6][C:7]1[CH:12]=[CH:11][CH:10]=[CH:9][CH:8]=1)=[O:4])=[O:36])([CH3:33])([CH3:32])[CH3:30], predict the reactants needed to synthesize it. The reactants are: [NH2:1][CH:2]([CH2:13][C:14]1[CH:19]=[CH:18][CH:17]=[C:16]([OH:20])[CH:15]=1)[C:3]([O:5][CH2:6][C:7]1[CH:12]=[CH:11][CH:10]=[CH:9][CH:8]=1)=[O:4].C(N(C(C)C)CC)(C)C.[CH3:30][C:31]([O:34][C:35](O[C:35]([O:34][C:31]([CH3:33])([CH3:32])[CH3:30])=[O:36])=[O:36])([CH3:33])[CH3:32]. (2) Given the product [CH:25]([C:23]1[CH:22]=[N:21][C:20]2[C:19]([CH:24]=1)=[C:10]1[CH:11]=[CH:12][CH:13]=[CH:14][C:9]1=[N:8][C:27]=2[NH2:28])=[CH2:26], predict the reactants needed to synthesize it. The reactants are: C(OC([NH:8][C:9]1[CH:14]=[CH:13][CH:12]=[CH:11][C:10]=1B(O)O)=O)(C)(C)C.Cl[C:19]1[C:20]([C:27]#[N:28])=[N:21][CH:22]=[C:23]([CH:25]=[CH2:26])[CH:24]=1.C(=O)([O-])[O-].[Na+].[Na+]. (3) Given the product [Si:20]([O:1][CH2:2][CH:3]1[CH2:4][CH2:5][CH:6]([C:9]([O:11][CH3:12])=[O:10])[CH2:7][CH2:8]1)([C:23]([CH3:26])([CH3:25])[CH3:24])([CH3:22])[CH3:21], predict the reactants needed to synthesize it. The reactants are: [OH:1][CH2:2][CH:3]1[CH2:8][CH2:7][CH:6]([C:9]([O:11][CH3:12])=[O:10])[CH2:5][CH2:4]1.C(N(CC)CC)C.[Si:20](Cl)([C:23]([CH3:26])([CH3:25])[CH3:24])([CH3:22])[CH3:21].[NH4+].[Cl-]. (4) The reactants are: [NH:1]([C:3]1[C:12]2[C:7](=[CH:8][CH:9]=[CH:10][CH:11]=2)[C:6]([S:13]([OH:16])(=[O:15])=[O:14])=[CH:5][CH:4]=1)N.[CH3:17][CH:18]([CH3:22])[C:19](=O)[CH3:20].CC([O-])=O.[Na+].CCOCC. Given the product [CH3:20][C:19]1[C:18]([CH3:22])([CH3:17])[C:4]2[C:3](=[C:12]3[CH:11]=[CH:10][CH:9]=[CH:8][C:7]3=[C:6]([S:13]([OH:16])(=[O:15])=[O:14])[CH:5]=2)[N:1]=1, predict the reactants needed to synthesize it. (5) Given the product [Cl:38][C:35]1[CH:36]=[C:37]2[C:32](=[CH:33][CH:34]=1)[NH:31][C:13]1[C:14]([O:25][CH2:26][CH2:27][N:28]([CH3:30])[CH3:29])=[C:15]3[NH:16][C:17]4[CH:18]=[CH:19][C:20]([Cl:24])=[CH:21][C:22]=4[C:23]3=[C:11]([N:1]3[CH2:9][CH2:4][CH2:3][CH2:2]3)[C:12]2=1, predict the reactants needed to synthesize it. The reactants are: [NH:1]1[C:9]2[C:4](=CC=CC=2)[CH:3]=[CH:2]1.Br[C:11]1[C:23]2[C:22]3[C:17](=[CH:18][CH:19]=[C:20]([Cl:24])[CH:21]=3)[NH:16][C:15]=2[C:14]([O:25][CH2:26][CH2:27][N:28]([CH3:30])[CH3:29])=[C:13]2[NH:31][C:32]3[CH:33]=[CH:34][C:35]([Cl:38])=[CH:36][C:37]=3[C:12]=12. (6) Given the product [Cl:29][C:23]1[C:5]([C:2]([CH3:3])([CH3:1])[CH3:4])=[CH:6][C:7]2[O:12][CH:11]([C:13]([F:15])([F:16])[F:14])[C:10]([C:17]([O:19][CH2:20][CH3:21])=[O:18])=[CH:9][C:8]=2[CH:22]=1, predict the reactants needed to synthesize it. The reactants are: [CH3:1][C:2]([C:5]1[CH:23]=[CH:22][C:8]2[CH:9]=[C:10]([C:17]([O:19][CH2:20][CH3:21])=[O:18])[CH:11]([C:13]([F:16])([F:15])[F:14])[O:12][C:7]=2[CH:6]=1)([CH3:4])[CH3:3].C(O)(=O)C.O.[Cl:29]Cl. (7) Given the product [CH3:39][O:40][C:41](=[O:50])[C:42]1[CH:47]=[C:46]([O:48][C:9]2[N:8]([CH2:7][C:4]3[CH:5]=[CH:6][C:1]([C:33]4[CH:38]=[CH:37][CH:36]=[CH:35][CH:34]=4)=[CH:2][CH:3]=3)[C:12]3[CH:13]=[C:14]([F:28])[C:15]([C:18]4[CH:19]=[C:20]5[C:24](=[CH:25][CH:26]=4)[N:23]([CH3:27])[CH:22]=[CH:21]5)=[C:16]([F:17])[C:11]=3[N:10]=2)[CH:45]=[CH:44][C:43]=1[CH3:49], predict the reactants needed to synthesize it. The reactants are: [C:1]1([C:33]2[CH:38]=[CH:37][CH:36]=[CH:35][CH:34]=2)[CH:6]=[CH:5][C:4]([CH2:7][N:8]2[C:12]3[CH:13]=[C:14]([F:28])[C:15]([C:18]4[CH:19]=[C:20]5[C:24](=[CH:25][CH:26]=4)[N:23]([CH3:27])[CH:22]=[CH:21]5)=[C:16]([F:17])[C:11]=3[N:10]=[C:9]2S(C)(=O)=O)=[CH:3][CH:2]=1.[CH3:39][O:40][C:41](=[O:50])[C:42]1[CH:47]=[C:46]([OH:48])[CH:45]=[CH:44][C:43]=1[CH3:49].C(=O)([O-])[O-].[K+].[K+].